From a dataset of NCI-60 drug combinations with 297,098 pairs across 59 cell lines. Regression. Given two drug SMILES strings and cell line genomic features, predict the synergy score measuring deviation from expected non-interaction effect. (1) Drug 1: CC1=CC2C(CCC3(C2CCC3(C(=O)C)OC(=O)C)C)C4(C1=CC(=O)CC4)C. Drug 2: C1=NC2=C(N1)C(=S)N=CN2. Cell line: EKVX. Synergy scores: CSS=20.1, Synergy_ZIP=7.23, Synergy_Bliss=13.3, Synergy_Loewe=13.8, Synergy_HSA=14.0. (2) Drug 1: C1C(C(OC1N2C=NC3=C(N=C(N=C32)Cl)N)CO)O. Drug 2: C1CN(CCN1C(=O)CCBr)C(=O)CCBr. Cell line: UACC-257. Synergy scores: CSS=18.2, Synergy_ZIP=-3.79, Synergy_Bliss=-2.72, Synergy_Loewe=-0.444, Synergy_HSA=-0.618. (3) Drug 1: C(CN)CNCCSP(=O)(O)O. Drug 2: CC1C(C(CC(O1)OC2CC(CC3=C2C(=C4C(=C3O)C(=O)C5=C(C4=O)C(=CC=C5)OC)O)(C(=O)CO)O)N)O.Cl. Cell line: CCRF-CEM. Synergy scores: CSS=45.4, Synergy_ZIP=3.57, Synergy_Bliss=3.12, Synergy_Loewe=-30.0, Synergy_HSA=4.23. (4) Drug 1: C1CN(CCN1C(=O)CCBr)C(=O)CCBr. Drug 2: C(CCl)NC(=O)N(CCCl)N=O. Cell line: SK-MEL-28. Synergy scores: CSS=12.9, Synergy_ZIP=-8.81, Synergy_Bliss=-8.60, Synergy_Loewe=-9.39, Synergy_HSA=-8.06. (5) Drug 1: C1=C(C(=O)NC(=O)N1)N(CCCl)CCCl. Drug 2: CC(C)CN1C=NC2=C1C3=CC=CC=C3N=C2N. Cell line: NCI-H322M. Synergy scores: CSS=-4.99, Synergy_ZIP=2.72, Synergy_Bliss=1.99, Synergy_Loewe=-2.25, Synergy_HSA=-2.07. (6) Drug 1: CC1CCC2CC(C(=CC=CC=CC(CC(C(=O)C(C(C(=CC(C(=O)CC(OC(=O)C3CCCCN3C(=O)C(=O)C1(O2)O)C(C)CC4CCC(C(C4)OC)OCCO)C)C)O)OC)C)C)C)OC. Drug 2: CS(=O)(=O)CCNCC1=CC=C(O1)C2=CC3=C(C=C2)N=CN=C3NC4=CC(=C(C=C4)OCC5=CC(=CC=C5)F)Cl. Cell line: SK-MEL-5. Synergy scores: CSS=-3.15, Synergy_ZIP=1.90, Synergy_Bliss=1.15, Synergy_Loewe=-4.28, Synergy_HSA=-4.26.